From a dataset of Forward reaction prediction with 1.9M reactions from USPTO patents (1976-2016). Predict the product of the given reaction. (1) Given the reactants B(Br)(Br)Br.[NH2:5][C:6]1[C:15]2=[N:16][N:17]([CH2:24][CH2:25][O:26]C)[C:18]([CH2:19][C:20]([CH3:23])([OH:22])[CH3:21])=[C:14]2[C:13]2[CH:12]=[CH:11][CH:10]=[CH:9][C:8]=2[N:7]=1, predict the reaction product. The product is: [NH2:5][C:6]1[C:15]2=[N:16][N:17]([CH2:24][CH2:25][OH:26])[C:18]([CH2:19][C:20]([CH3:23])([OH:22])[CH3:21])=[C:14]2[C:13]2[CH:12]=[CH:11][CH:10]=[CH:9][C:8]=2[N:7]=1. (2) Given the reactants [CH3:1][O:2][C:3](=[O:33])[C:4]1[CH:9]=[CH:8][CH:7]=[C:6]([NH:10][C:11]([C:13]2[C:14](=[O:32])[NH:15][C:16]3[C:21]([CH:22]=2)=[CH:20][N:19]=[C:18]([NH:23][CH2:24][CH:25]2[CH2:29][O:28]C(C)(C)[O:26]2)[CH:17]=3)=[O:12])[CH:5]=1, predict the reaction product. The product is: [CH3:1][O:2][C:3](=[O:33])[C:4]1[CH:9]=[CH:8][CH:7]=[C:6]([NH:10][C:11]([C:13]2[C:14](=[O:32])[NH:15][C:16]3[C:21]([CH:22]=2)=[CH:20][N:19]=[C:18]([NH:23][CH2:24][CH:25]([OH:26])[CH2:29][OH:28])[CH:17]=3)=[O:12])[CH:5]=1. (3) Given the reactants [C:1]([O:5][C:6](=[O:28])[CH2:7][C@H:8]([C:18]1[O:22][N:21](C(OCC)=O)[CH2:20][N:19]=1)[CH2:9][CH2:10][CH2:11][CH:12]1[CH2:17][CH2:16][CH2:15][CH2:14][CH2:13]1)([CH3:4])([CH3:3])[CH3:2].[NH3:29].[CH2:30]([OH:32])C, predict the reaction product. The product is: [NH2:29][C:30]([C:20]1[N:19]=[C:18]([C@H:8]([CH2:9][CH2:10][CH2:11][C:12]2[CH:13]=[CH:14][CH:15]=[CH:16][CH:17]=2)[CH2:7][C:6]([O:5][C:1]([CH3:2])([CH3:3])[CH3:4])=[O:28])[O:22][N:21]=1)=[O:32]. (4) Given the reactants [CH3:1][C:2]1[C:7]([NH:8][C:9](=[O:15])[O:10][C:11]([CH3:14])([CH3:13])[CH3:12])=[C:6]([CH3:16])[N:5]=[C:4]([O:17][CH2:18][C:19]([N:21]([CH3:28])[CH:22]2[CH2:27][CH2:26][NH:25][CH2:24][CH2:23]2)=[O:20])[N:3]=1.[C:29]1(OB(O)O)[CH:34]=[CH:33][CH:32]=[CH:31][CH:30]=1, predict the reaction product. The product is: [CH3:16][C:6]1[C:7]([NH:8][C:9](=[O:15])[O:10][C:11]([CH3:14])([CH3:12])[CH3:13])=[C:2]([CH3:1])[N:3]=[C:4]([O:17][CH2:18][C:19]([N:21]([CH3:28])[CH:22]2[CH2:23][CH2:24][N:25]([C:29]3[CH:34]=[CH:33][CH:32]=[CH:31][CH:30]=3)[CH2:26][CH2:27]2)=[O:20])[N:5]=1. (5) Given the reactants [F:1][C:2]1[S:6][C:5]([C:7]2[N:8]=[C:9](O)[C:10]3[CH2:15][S:14][CH2:13][C:11]=3[N:12]=2)=[CH:4][CH:3]=1.P(Cl)(Cl)([Cl:19])=O.O, predict the reaction product. The product is: [Cl:19][C:9]1[C:10]2[CH2:15][S:14][CH2:13][C:11]=2[N:12]=[C:7]([C:5]2[S:6][C:2]([F:1])=[CH:3][CH:4]=2)[N:8]=1. (6) Given the reactants I[C:2]1[CH:12]=[CH:11][C:5]([C:6]([O:8]CC)=[O:7])=[CH:4][CH:3]=1.[F:13][C:14]1[CH:15]=[C:16]([C:21]#[CH:22])[CH:17]=[CH:18][C:19]=1[F:20].C(NCC)C.[Li+].[OH-].Cl, predict the reaction product. The product is: [F:13][C:14]1[CH:15]=[C:16]([C:21]#[C:22][C:2]2[CH:3]=[CH:4][C:5]([C:6]([OH:8])=[O:7])=[CH:11][CH:12]=2)[CH:17]=[CH:18][C:19]=1[F:20].